From a dataset of Catalyst prediction with 721,799 reactions and 888 catalyst types from USPTO. Predict which catalyst facilitates the given reaction. Reactant: Cl[CH2:2][C:3]1[CH:4]=[CH:5][C:6]([NH2:9])=[N:7][CH:8]=1.[NH:10]1[CH2:14][CH2:13][CH2:12][CH2:11]1.C(=O)([O-])[O-].[K+].[K+].C(#N)C. Product: [N:10]1([CH2:2][C:3]2[CH:4]=[CH:5][C:6]([NH2:9])=[N:7][CH:8]=2)[CH2:14][CH2:13][CH2:12][CH2:11]1. The catalyst class is: 6.